From a dataset of Catalyst prediction with 721,799 reactions and 888 catalyst types from USPTO. Predict which catalyst facilitates the given reaction. (1) Reactant: [C:1]([N:4]1[C:13]2[C:12](=[O:14])[NH:11][CH:10]=[CH:9][C:8]=2[C@H:7]([NH:15][C:16](=[O:25])[O:17][CH2:18][C:19]2[CH:24]=[CH:23][CH:22]=[CH:21][CH:20]=2)[C@@H:6]([CH3:26])[C@@H:5]1[CH3:27])(=[O:3])[CH3:2].[F:28][C:29]([F:42])([F:41])[S:30](O[S:30]([C:29]([F:42])([F:41])[F:28])(=[O:32])=[O:31])(=[O:32])=[O:31].O. Product: [F:28][C:29]([F:42])([F:41])[S:30]([O:14][C:12]1[N:11]=[CH:10][CH:9]=[C:8]2[C:13]=1[N:4]([C:1](=[O:3])[CH3:2])[CH:5]([CH3:27])[CH:6]([CH3:26])[CH:7]2[NH:15][C:16]([O:17][CH2:18][C:19]1[CH:20]=[CH:21][CH:22]=[CH:23][CH:24]=1)=[O:25])(=[O:32])=[O:31]. The catalyst class is: 17. (2) Reactant: C([O:4][C@@H:5]1[C@@H:10]([O:11]C(=O)C)[C@H:9]([C:15]2[CH:20]=[CH:19][C:18]([Cl:21])=[C:17]([CH2:22][C:23]3[CH:28]=[CH:27][C:26]([O:29][CH2:30][CH3:31])=[CH:25][CH:24]=3)[CH:16]=2)[O:8][C@H:7]([O:32][CH3:33])[C@H:6]1[O:34]C(=O)C)(=O)C.C([O-])([O-])=O.[K+].[K+]. Product: [Cl:21][C:18]1[CH:19]=[CH:20][C:15]([C@H:9]2[C@H:10]([OH:11])[C@@H:5]([OH:4])[C@H:6]([OH:34])[C@@H:7]([O:32][CH3:33])[O:8]2)=[CH:16][C:17]=1[CH2:22][C:23]1[CH:24]=[CH:25][C:26]([O:29][CH2:30][CH3:31])=[CH:27][CH:28]=1. The catalyst class is: 5. (3) Reactant: Cl[C:2]1[CH:7]=[C:6]([O:8][CH3:9])[N:5]=[C:4]([O:10][CH3:11])[N:3]=1.C1N2CCN(CC2)C1.C(=O)([O-])[O-:21].[K+].[K+].C(O)(=O)CC(CC(O)=O)(C(O)=O)O. Product: [CH3:11][O:10][C:4]1[N:3]=[C:2]([OH:21])[CH:7]=[C:6]([O:8][CH3:9])[N:5]=1. The catalyst class is: 6. (4) Reactant: CO[C:3]([C:5]1[CH:9]=[CH:8][S:7][C:6]=1[NH2:10])=[O:4].[O-:11][C:12]#[N:13].[K+]. Product: [NH:10]1[C:6]2[S:7][CH:8]=[CH:9][C:5]=2[C:3](=[O:4])[NH:13][C:12]1=[O:11]. The catalyst class is: 86. (5) Reactant: Br[C:2]1[C:3]2[O:12][CH:11]=[N:10][C:4]=2[C:5](=[O:9])[N:6]([CH3:8])[CH:7]=1.[CH:13]1([CH2:16][O:17][C:18]2[CH:23]=[CH:22][C:21]([S:24]([CH3:27])(=[O:26])=[O:25])=[CH:20][C:19]=2B2OC(C)(C)C(C)(C)O2)[CH2:15][CH2:14]1.[O-]P([O-])([O-])=O.[K+].[K+].[K+]. Product: [CH:13]1([CH2:16][O:17][C:18]2[CH:23]=[CH:22][C:21]([S:24]([CH3:27])(=[O:26])=[O:25])=[CH:20][C:19]=2[C:2]2[C:3]3[O:12][CH:11]=[N:10][C:4]=3[C:5](=[O:9])[N:6]([CH3:8])[CH:7]=2)[CH2:14][CH2:15]1. The catalyst class is: 117.